From a dataset of hERG Central: cardiac toxicity at 1µM, 10µM, and general inhibition. Predict hERG channel inhibition at various concentrations. (1) The compound is COc1ccc2[nH]cc(C(=O)CN(C)CCc3ccc(OC)c(OC)c3)c2c1. Results: hERG_inhib (hERG inhibition (general)): blocker. (2) The drug is CC(C)N(CCn1c(SCC(=O)Nc2cccnc2Cl)nc2ccccc2c1=O)C(C)C. Results: hERG_inhib (hERG inhibition (general)): blocker. (3) The compound is O=C(NC1CCCCC1)N1CCN(c2ccc([N+](=O)[O-])cc2)CC1. Results: hERG_inhib (hERG inhibition (general)): blocker.